This data is from Forward reaction prediction with 1.9M reactions from USPTO patents (1976-2016). The task is: Predict the product of the given reaction. (1) Given the reactants [Br:1][C:2]1[CH:7]=[CH:6][C:5]([C:8]2([C:11]#N)[CH2:10][CH2:9]2)=[CH:4][CH:3]=1.[OH-:13].[Na+].C[C:16](O)=[O:17], predict the reaction product. The product is: [CH3:16][O:17][C:11]([C:8]1([C:5]2[CH:6]=[CH:7][C:2]([Br:1])=[CH:3][CH:4]=2)[CH2:10][CH2:9]1)=[O:13]. (2) Given the reactants [C:1]([C:5]1[CH:10]=[CH:9][CH:8]=[CH:7][C:6]=1[N:11]1[CH2:16][CH2:15][N:14]([C:17]([NH:19][C:20]2[CH:31]=[CH:30][C:23]([O:24][CH2:25][C:26]([O:28]C)=[O:27])=[CH:22][CH:21]=2)=[O:18])[CH2:13][CH2:12]1)([CH3:4])([CH3:3])[CH3:2].[OH-].[Li+].Cl, predict the reaction product. The product is: [C:1]([C:5]1[CH:10]=[CH:9][CH:8]=[CH:7][C:6]=1[N:11]1[CH2:12][CH2:13][N:14]([C:17]([NH:19][C:20]2[CH:21]=[CH:22][C:23]([O:24][CH2:25][C:26]([OH:28])=[O:27])=[CH:30][CH:31]=2)=[O:18])[CH2:15][CH2:16]1)([CH3:4])([CH3:2])[CH3:3]. (3) Given the reactants [C:9]1([S:8][S:8][C:9]2[CH:14]=[CH:13][CH:12]=[CH:11][CH:10]=2)[CH:14]=[CH:13][CH:12]=[CH:11][CH:10]=1.Br[C:16]1[S:17][C:18]2[NH:23][C:22]([C:24]([NH2:26])=[O:25])=[CH:21][C:19]=2[N:20]=1.C(=O)([O-])[O-].[Cs+].[Cs+], predict the reaction product. The product is: [C:9]1([S:8][C:16]2[S:17][C:18]3[NH:23][C:22]([C:24]([NH2:26])=[O:25])=[C:21]([S:8][C:9]4[CH:10]=[CH:11][CH:12]=[CH:13][CH:14]=4)[C:19]=3[N:20]=2)[CH:14]=[CH:13][CH:12]=[CH:11][CH:10]=1. (4) Given the reactants [CH3:1][C:2]1[NH:3][C:4]2[C:9]([CH:10]=1)=[CH:8][C:7]([NH2:11])=[CH:6][CH:5]=2.[N:12]1([CH2:18][CH2:19][CH2:20][NH:21][C:22]([C:24]2[S:32][C:31]3[C:26](=[N:27][CH:28]=[CH:29][C:30]=3Cl)[CH:25]=2)=[O:23])[CH2:17][CH2:16][O:15][CH2:14][CH2:13]1, predict the reaction product. The product is: [N:12]1([CH2:18][CH2:19][CH2:20][NH:21][C:22]([C:24]2[S:32][C:31]3[C:26](=[N:27][CH:28]=[CH:29][C:30]=3[NH:11][C:7]3[CH:8]=[C:9]4[C:4](=[CH:5][CH:6]=3)[NH:3][C:2]([CH3:1])=[CH:10]4)[CH:25]=2)=[O:23])[CH2:17][CH2:16][O:15][CH2:14][CH2:13]1. (5) Given the reactants [NH2:1][NH2:2].FC1C(F)=C(F)C(F)=C(F)C=1[C:14]1[C:15]([F:33])=[C:16]([F:32])[C:17]([NH:23][C:24]2[CH:29]=[CH:28][C:27]([I:30])=[CH:26][C:25]=2[F:31])=[C:18]([CH:22]=1)[C:19]([O-])=[O:20], predict the reaction product. The product is: [NH2:1][NH:2][C:19]([C:18]1[CH:22]=[CH:14][C:15]([F:33])=[C:16]([F:32])[C:17]=1[NH:23][C:24]1[CH:29]=[CH:28][C:27]([I:30])=[CH:26][C:25]=1[F:31])=[O:20]. (6) The product is: [Cl:31][C:23]1[CH:24]=[C:25]([F:30])[C:26]([O:28][CH3:29])=[CH:27][C:22]=1[C:20]1[CH:19]=[C:4]2[C:3]([C@:2]3([CH3:1])[C:8]([CH3:10])([CH3:9])[C@H:5]2[CH2:6][CH2:7]3)=[N:34][N:33]=1. Given the reactants [CH3:1][C@@:2]12[C:8]([CH3:10])([CH3:9])[C@@H:5]([CH2:6][CH2:7]1)[C:4](=O)[C:3]2=O.COP([CH2:19][C:20]([C:22]1[CH:27]=[C:26]([O:28][CH3:29])[C:25]([F:30])=[CH:24][C:23]=1[Cl:31])=O)(=O)OC.O.[NH2:33][NH2:34], predict the reaction product. (7) Given the reactants [CH:1]1([C:4]2[C:5]([O:13][CH2:14][C:15]([F:18])([F:17])[F:16])=[CH:6][C:7]([C:10]([OH:12])=O)=[N:8][CH:9]=2)[CH2:3][CH2:2]1.[NH2:19][C:20]([CH3:32])([CH2:28][CH:29]1[CH2:31][CH2:30]1)[C:21]([O:23][C:24]([CH3:27])([CH3:26])[CH3:25])=[O:22], predict the reaction product. The product is: [CH:29]1([CH2:28][C:20]([NH:19][C:10]([C:7]2[CH:6]=[C:5]([O:13][CH2:14][C:15]([F:18])([F:17])[F:16])[C:4]([CH:1]3[CH2:2][CH2:3]3)=[CH:9][N:8]=2)=[O:12])([CH3:32])[C:21]([O:23][C:24]([CH3:26])([CH3:25])[CH3:27])=[O:22])[CH2:31][CH2:30]1. (8) Given the reactants ClC1C=C2C3(CCN(C(OC(C)(C)C)=O)CC3)CN(C3C4[C@H](C)C[C@@H](OC(=O)C5C=CC([N+]([O-])=O)=CC=5)C=4N=CN=3)C2=CC=1.[N+](C1C=CC(C([O:54][C@H:55]2[C:59]3[N:60]=[CH:61][N:62]=[C:63]([N:64]4[C:84]5[C:79](=[C:80]([CH2:85][NH:86][C:87](=[O:89])[CH3:88])[CH:81]=[CH:82][CH:83]=5)[C:66]5([CH2:71][CH2:70][N:69]([CH2:72][C:73]6[CH:78]=[CH:77][CH:76]=[CH:75][CH:74]=6)[CH2:68][CH2:67]5)[CH2:65]4)[C:58]=3[C@H:57]([CH3:90])[CH2:56]2)=O)=CC=1)([O-])=O, predict the reaction product. The product is: [CH2:72]([N:69]1[CH2:68][CH2:67][C:66]2([C:79]3[C:84](=[CH:83][CH:82]=[CH:81][C:80]=3[CH2:85][NH:86][C:87](=[O:89])[CH3:88])[N:64]([C:63]3[C:58]4[C@H:57]([CH3:90])[CH2:56][C@@H:55]([OH:54])[C:59]=4[N:60]=[CH:61][N:62]=3)[CH2:65]2)[CH2:71][CH2:70]1)[C:73]1[CH:74]=[CH:75][CH:76]=[CH:77][CH:78]=1.